Task: Predict the reactants needed to synthesize the given product.. Dataset: Full USPTO retrosynthesis dataset with 1.9M reactions from patents (1976-2016) (1) Given the product [Br:1][C:2]1[CH:3]=[C:4]([CH:20]=[CH:21][C:22]=1[CH3:23])[C:5]([NH:7][C:8]1[CH:13]=[CH:12][C:11]([CH2:14][N:24]2[CH2:28][CH2:27][CH2:26][CH2:25]2)=[C:10]([C:16]([F:19])([F:18])[F:17])[CH:9]=1)=[O:6], predict the reactants needed to synthesize it. The reactants are: [Br:1][C:2]1[CH:3]=[C:4]([CH:20]=[CH:21][C:22]=1[CH3:23])[C:5]([NH:7][C:8]1[CH:13]=[CH:12][C:11]([CH:14]=O)=[C:10]([C:16]([F:19])([F:18])[F:17])[CH:9]=1)=[O:6].[NH:24]1[CH2:28][CH2:27][CH2:26][CH2:25]1. (2) Given the product [CH3:20][O:19][C:15]1[CH:14]=[C:13]([C:11]([C:10]2[CH:21]=[CH:22][CH:23]=[C:8]([O:7][CH3:6])[CH:9]=2)([OH:12])[CH3:3])[CH:18]=[CH:17][CH:16]=1, predict the reactants needed to synthesize it. The reactants are: [Mg].I[CH3:3].II.[CH3:6][O:7][C:8]1[CH:9]=[C:10]([CH:21]=[CH:22][CH:23]=1)[C:11]([C:13]1[CH:18]=[CH:17][CH:16]=[C:15]([O:19][CH3:20])[CH:14]=1)=[O:12]. (3) The reactants are: [CH:1]12[CH2:8][CH:5]([CH2:6][CH2:7]1)[CH2:4][C:3](=[O:9])[CH2:2]2.Cl.[CH3:11][NH:12][CH3:13].Cl.[CH3:15]C#N. Given the product [CH3:11][N:12]([CH2:15][CH:4]1[C:3](=[O:9])[CH2:2][CH:1]2[CH2:8][CH:5]1[CH2:6][CH2:7]2)[CH3:13], predict the reactants needed to synthesize it. (4) Given the product [Cl:29][C:26]1[CH:27]=[N:28][C:19]([NH:17][C:7]2[CH:6]=[C:5]3[C:10](=[C:9]([C:11]4[CH:16]=[CH:15][CH:14]=[CH:13][CH:12]=4)[CH:8]=2)[N:2]([CH3:1])[CH:3]=[CH:4]3)=[C:20]([CH:25]=1)[C:21]([O:23][CH3:24])=[O:22], predict the reactants needed to synthesize it. The reactants are: [CH3:1][N:2]1[C:10]2[C:5](=[CH:6][C:7]([NH2:17])=[CH:8][C:9]=2[C:11]2[CH:16]=[CH:15][CH:14]=[CH:13][CH:12]=2)[CH:4]=[CH:3]1.Cl[C:19]1[N:28]=[CH:27][C:26]([Cl:29])=[CH:25][C:20]=1[C:21]([O:23][CH3:24])=[O:22].C(=O)([O-])[O-].[Cs+].[Cs+].C(OCCCC)(=O)C. (5) Given the product [CH:8]1[CH:9]=[CH:10][C:2]2[C:1]([C:2]3[CH:10]=[CH:9][C:24]([OH:25])=[CH:4][CH:3]=3)([C:15]3[CH:14]=[CH:13][C:12]([OH:18])=[CH:17][CH:16]=3)[O:6][C:4](=[O:5])[C:3]=2[CH:7]=1, predict the reactants needed to synthesize it. The reactants are: [C:1]1(=O)[O:6][C:4](=[O:5])[C:3]2=[CH:7][CH:8]=[CH:9][CH:10]=[C:2]12.[C:12]1([OH:18])[CH:17]=[CH:16][CH:15]=[CH:14][CH:13]=1.ClS(O)(=O)=O.[CH3:24][OH:25].